From a dataset of Reaction yield outcomes from USPTO patents with 853,638 reactions. Predict the reaction yield, written as a fraction of the theoretical maximum amount of product (1.0 means a 100% yield; for example, 0.34 means a 34% yield). (1) The reactants are [NH2:1][C:2]1[CH:7]=[C:6]([Cl:8])[CH:5]=[CH:4][C:3]=1[S:9][CH2:10][CH2:11][C:12]([N:14]([CH3:16])[CH3:15])=[O:13].[Cl:17][C:18]1[CH:23]=[CH:22][C:21]([S:24](Cl)(=[O:26])=[O:25])=[C:20]([F:28])[CH:19]=1. The catalyst is N1C=CC=CC=1. The product is [Cl:8][C:6]1[CH:5]=[CH:4][C:3]([S:9][CH2:10][CH2:11][C:12]([N:14]([CH3:15])[CH3:16])=[O:13])=[C:2]([NH:1][S:24]([C:21]2[CH:22]=[CH:23][C:18]([Cl:17])=[CH:19][C:20]=2[F:28])(=[O:26])=[O:25])[CH:7]=1. The yield is 0.750. (2) The reactants are F[C:2]1[CH:26]=[CH:25][C:5]([O:6][CH2:7][C@H:8]2[CH2:24][N:12]3[CH2:13][CH2:14][N:15]([C:17]4[CH:22]=[CH:21][C:20](N)=[CH:19][CH:18]=4)[CH2:16][C@@H:11]3[CH2:10][CH2:9]2)=[CH:4][CH:3]=1.N(OCCC(C)C)=O. The catalyst is C1COCC1. The product is [O:6]([CH2:7][C@H:8]1[CH2:24][N:12]2[CH2:13][CH2:14][N:15]([C:17]3[CH:18]=[CH:19][CH:20]=[CH:21][CH:22]=3)[CH2:16][C@@H:11]2[CH2:10][CH2:9]1)[C:5]1[CH:25]=[CH:26][CH:2]=[CH:3][CH:4]=1. The yield is 0.160. (3) No catalyst specified. The yield is 0.540. The product is [CH:10]1([C:6]2[C:5]3[O:15][CH:2]([CH2:3][OH:21])[CH2:1][C:4]=3[CH:9]=[CH:8][CH:7]=2)[CH2:14][CH2:13][CH2:12][CH2:11]1. The reactants are [CH2:1]([C:4]1[CH:9]=[CH:8][CH:7]=[C:6]([CH:10]2[CH2:14][CH2:13][CH2:12][CH2:11]2)[C:5]=1[OH:15])[CH:2]=[CH2:3].ClC1C=C(C=CC=1)C(OO)=[O:21].C(=O)([O-])[O-].[K+].[K+].ClC1C2OC(CO)CC=2C(C(F)(F)F)=CC=1. (4) The reactants are [CH2:1]([O:3][C:4](=[O:29])/[CH:5]=[CH:6]/[C:7]1[C:8]([CH3:28])=[N:9][N:10]([CH3:27])[C:11]=1[N:12]1[C:20]2[C:15](=[CH:16][CH:17]=[C:18]([O:21][CH:22]([CH3:26])[C:23](O)=[O:24])[CH:19]=2)[CH:14]=[CH:13]1)[CH3:2].CN(C)C=O.C(Cl)(=O)C(Cl)=O. The catalyst is O1CCCC1. The product is [OH:24][CH2:23][CH:22]([CH3:26])[O:21][C:18]1[CH:19]=[C:20]2[C:15]([CH:14]=[CH:13][N:12]2[C:11]2[N:10]([CH3:27])[N:9]=[C:8]([CH3:28])[C:7]=2/[CH:6]=[CH:5]/[C:4]([O:3][CH2:1][CH3:2])=[O:29])=[CH:16][CH:17]=1. The yield is 0.500. (5) The reactants are [H-].[H-].[H-].[H-].[Li+].[Al+3].C[O:8][C:9]([C@H:11]1[CH2:16][CH2:15][C@H:14]([NH:17][C:18](OC(C)(C)C)=O)[CH2:13][CH2:12]1)=O.O. The catalyst is C1COCC1. The product is [CH3:18][NH:17][C@H:14]1[CH2:15][CH2:16][C@H:11]([CH2:9][OH:8])[CH2:12][CH2:13]1. The yield is 1.00. (6) The product is [OH:12][CH:11]([C:7]1[CH:6]=[N:5][CH:10]=[CH:9][CH:8]=1)[CH2:1][CH3:2]. The yield is 0.670. The catalyst is O1CCCC1. The reactants are [CH2:1]([Mg]Br)[CH3:2].[N:5]1[CH:10]=[CH:9][CH:8]=[C:7]([CH:11]=[O:12])[CH:6]=1. (7) The reactants are [CH3:1][N:2]1[C:6]2[CH:7]=[C:8]([C:11]([OH:13])=O)[CH:9]=[CH:10][C:5]=2[N:4]=[CH:3]1.[CH2:14]1[C@H:23]2[C@H:18]([CH2:19][CH2:20][C:21]3[CH:27]=[CH:26][CH:25]=[CH:24][C:22]=32)[NH:17][CH2:16][CH2:15]1.F[P-](F)(F)(F)(F)F.N1(OC(N(C)C)=[N+](C)C)C2N=CC=CC=2N=N1. No catalyst specified. The product is [CH2:14]1[C@H:23]2[C@H:18]([CH2:19][CH2:20][C:21]3[CH:27]=[CH:26][CH:25]=[CH:24][C:22]=32)[N:17]([C:11]([C:8]2[CH:9]=[CH:10][C:5]3[N:4]=[CH:3][N:2]([CH3:1])[C:6]=3[CH:7]=2)=[O:13])[CH2:16][CH2:15]1. The yield is 0.910.